Dataset: Peptide-MHC class I binding affinity with 185,985 pairs from IEDB/IMGT. Task: Regression. Given a peptide amino acid sequence and an MHC pseudo amino acid sequence, predict their binding affinity value. This is MHC class I binding data. (1) The peptide sequence is QLEVRSTEV. The MHC is HLA-A24:03 with pseudo-sequence HLA-A24:03. The binding affinity (normalized) is 0.0847. (2) The peptide sequence is NMVSRLLLNR. The MHC is HLA-A33:01 with pseudo-sequence HLA-A33:01. The binding affinity (normalized) is 0.949.